Dataset: Experimentally validated miRNA-target interactions with 360,000+ pairs, plus equal number of negative samples. Task: Binary Classification. Given a miRNA mature sequence and a target amino acid sequence, predict their likelihood of interaction. Result: 0 (no interaction). The miRNA is hsa-miR-6819-3p with sequence AAGCCUCUGUCCCCACCCCAG. The protein sequence of the target gene is MLSFVDTRTLLLLAVTSCLATCQYLQSGSVRKGPTGDRGPRGQRGPAGPRGRDGVDGPMGPPGPPGSPGPPGSPAPPGLTGNFAAQYSDKGVSSGPGPMGLMGPRGPPGAVGAPGPQGFQGPAGEPGEPGQTGPAGPRGPAGSPGKAGEDGHPGKPGRPGERGVVGPQGARGFPGTPGLPGFKGVKGHSGMDGLKGQPGAQGVKGEPGAPGENGTPGQAGARGLPGERGRVGAPGPAGARGSDGSVGPVGPAGPIGSAGPPGFPGAPGPKGELGPVGNPGPAGPAGPRGEVGLPGLSGPV....